From a dataset of Full USPTO retrosynthesis dataset with 1.9M reactions from patents (1976-2016). Predict the reactants needed to synthesize the given product. (1) Given the product [N:46]1([NH:45][C:21]([C:18]2[N:17]=[C:16]([C:24]3[CH:29]=[CH:28][C:27]([Cl:30])=[CH:26][C:25]=3[Cl:31])[N:15]([C:12]3[CH:13]=[CH:14][C:9]([O:8][CH2:1][C:2]4[CH:7]=[CH:6][CH:5]=[CH:4][CH:3]=4)=[CH:10][CH:11]=3)[C:19]=2[CH3:20])=[O:22])[CH2:51][CH2:50][CH2:49][CH2:48][CH2:47]1, predict the reactants needed to synthesize it. The reactants are: [CH2:1]([O:8][C:9]1[CH:14]=[CH:13][C:12]([N:15]2[C:19]([CH3:20])=[C:18]([C:21](O)=[O:22])[N:17]=[C:16]2[C:24]2[CH:29]=[CH:28][C:27]([Cl:30])=[CH:26][C:25]=2[Cl:31])=[CH:11][CH:10]=1)[C:2]1[CH:7]=[CH:6][CH:5]=[CH:4][CH:3]=1.C(Cl)(=O)C(Cl)=O.C(N(CC)CC)C.[NH2:45][N:46]1[CH2:51][CH2:50][CH2:49][CH2:48][CH2:47]1. (2) Given the product [NH:35]1[CH:39]=[C:38]([C:40]2[C:48]3[C:43](=[N:44][CH:45]=[C:46]([NH:49][C:50](=[O:56])[O:51][C:52]([CH3:54])([CH3:53])[CH3:55])[CH:47]=3)[NH:42][CH:41]=2)[CH:37]=[N:36]1, predict the reactants needed to synthesize it. The reactants are: O1C=CC(C2C3C(=NC=C(N)C=3)NC=2)=C1.C([N:35]1[CH:39]=[C:38]([C:40]2[C:48]3[C:43](=[N:44][CH:45]=[C:46]([NH:49][C:50](=[O:56])[O:51][C:52]([CH3:55])([CH3:54])[CH3:53])[CH:47]=3)[NH:42][CH:41]=2)[CH:37]=[N:36]1)(C1C=CC=CC=1)(C1C=CC=CC=1)C1C=CC=CC=1.C([O-])(O)=O.[Na+].